This data is from Forward reaction prediction with 1.9M reactions from USPTO patents (1976-2016). The task is: Predict the product of the given reaction. (1) Given the reactants [OH-].[Na+].[C:3]([C:6]1[CH:7]=[C:8]([C:12]2[C:13]([C:26]3[CH:31]=[CH:30][CH:29]=[CH:28][CH:27]=3)=[N:14][C:15]3[C:20]([N:21]=2)=[CH:19][C:18]([C:22]([O:24]C)=[O:23])=[CH:17][CH:16]=3)[CH:9]=[CH:10][CH:11]=1)([OH:5])=[O:4], predict the reaction product. The product is: [C:3]([C:6]1[CH:7]=[C:8]([C:12]2[C:13]([C:26]3[CH:31]=[CH:30][CH:29]=[CH:28][CH:27]=3)=[N:14][C:15]3[C:20]([N:21]=2)=[CH:19][C:18]([C:22]([OH:24])=[O:23])=[CH:17][CH:16]=3)[CH:9]=[CH:10][CH:11]=1)([OH:5])=[O:4]. (2) Given the reactants C(N(CC)CC)C.[CH:8]([C:10]1[C:18]2[C:13](=[CH:14][CH:15]=[CH:16][CH:17]=2)[N:12](C(OC(C)(C)C)=O)[CH:11]=1)=[O:9].[CH:26](=[N:33][C:34]1[CH:35]=[C:36]([O:43][CH3:44])[C:37]([N:40]([CH3:42])[CH3:41])=[N:38][CH:39]=1)[C:27]1[CH:32]=[CH:31][CH:30]=[CH:29][CH:28]=1, predict the reaction product. The product is: [CH3:41][N:40]([CH3:42])[C:37]1[N:38]=[CH:39][C:34]([NH:33][CH:26]([C:27]2[CH:28]=[CH:29][CH:30]=[CH:31][CH:32]=2)[C:8]([C:10]2[C:18]3[C:13](=[CH:14][CH:15]=[CH:16][CH:17]=3)[NH:12][CH:11]=2)=[O:9])=[CH:35][C:36]=1[O:43][CH3:44].